This data is from Full USPTO retrosynthesis dataset with 1.9M reactions from patents (1976-2016). The task is: Predict the reactants needed to synthesize the given product. (1) The reactants are: [Si:1]([O:18][CH2:19][C@H:20]1[O:24][C@@H:23]([N:25]2[CH:32]=[C:31]([CH3:33])[C:29](=[O:30])[N:28](COCC3C=CC=CC=3)[C:26]2=[O:27])[C@H:22]([O:43][CH2:44][CH2:45][O:46][CH3:47])[C@@H:21]1[OH:48])([C:14]([CH3:17])([CH3:16])[CH3:15])([C:8]1[CH:13]=[CH:12][CH:11]=[CH:10][CH:9]=1)[C:2]1[CH:7]=[CH:6][CH:5]=[CH:4][CH:3]=1.[H][H]. Given the product [Si:1]([O:18][CH2:19][C@H:20]1[O:24][C@@H:23]([N:25]2[CH:32]=[C:31]([CH3:33])[C:29](=[O:30])[NH:28][C:26]2=[O:27])[C@H:22]([O:43][CH2:44][CH2:45][O:46][CH3:47])[C@@H:21]1[OH:48])([C:14]([CH3:16])([CH3:15])[CH3:17])([C:2]1[CH:3]=[CH:4][CH:5]=[CH:6][CH:7]=1)[C:8]1[CH:13]=[CH:12][CH:11]=[CH:10][CH:9]=1, predict the reactants needed to synthesize it. (2) Given the product [C:1]12([NH:11][C:13]3[CH:18]=[CH:17][CH:16]=[CH:15][CH:14]=3)[CH2:8][CH:7]3[CH2:6][CH:5]([CH2:4][CH:3]([CH2:9]3)[CH2:2]1)[CH2:10]2, predict the reactants needed to synthesize it. The reactants are: [C:1]12([NH2:11])[CH2:10][CH:5]3[CH2:6][CH:7]([CH2:9][CH:3]([CH2:4]3)[CH2:2]1)[CH2:8]2.Br[C:13]1[CH:18]=[CH:17][CH:16]=[CH:15][CH:14]=1.CC(C)([O-])C.[Na+].CCOCC.